From a dataset of Catalyst prediction with 721,799 reactions and 888 catalyst types from USPTO. Predict which catalyst facilitates the given reaction. (1) Reactant: FC(F)(F)C(O)=O.C(OC([NH:15][N:16]([C:30]1[CH:35]=[CH:34][C:33]([F:36])=[CH:32][C:31]=1[F:37])[C:17]([CH:19]1[C:24](=O)[C@:23]2([CH3:29])[C:26]([CH3:28])([CH3:27])[C@H:20]1[CH2:21][CH2:22]2)=[O:18])=O)(C)(C)C. Product: [F:37][C:31]1[CH:32]=[C:33]([F:36])[CH:34]=[CH:35][C:30]=1[N:16]1[C:17](=[O:18])[C:19]2[C@H:20]3[C:26]([CH3:28])([CH3:27])[C@:23]([CH3:29])([CH2:22][CH2:21]3)[C:24]=2[NH:15]1. The catalyst class is: 4. (2) Reactant: [CH3:1][C:2]1[CH:3]=[C:4]([CH:8]=[CH:9][C:10]=1[N+:11]([O-:13])=[O:12])[CH2:5][NH:6][NH2:7].C(O[CH:17]=[CH:18][C:19](=O)[C:20]([F:26])([F:25])[C:21]([F:24])([F:23])[F:22])C.C1(C)C=CC(S(O)(=O)=O)=CC=1. Product: [CH3:1][C:2]1[CH:3]=[C:4]([CH:8]=[CH:9][C:10]=1[N+:11]([O-:13])=[O:12])[CH2:5][N:6]1[C:19]([C:20]([F:26])([F:25])[C:21]([F:24])([F:23])[F:22])=[CH:18][CH:17]=[N:7]1.[CH3:1][C:2]1[CH:3]=[C:4]([CH:8]=[CH:9][C:10]=1[N+:11]([O-:13])=[O:12])[CH2:5][N:6]1[CH:17]=[CH:18][C:19]([C:20]([F:26])([F:25])[C:21]([F:24])([F:23])[F:22])=[N:7]1. The catalyst class is: 8. (3) Reactant: [CH3:1][N:2]([CH3:8])[CH2:3][CH:4]([OH:7])[CH2:5][OH:6].N1C=CN=C1.[Si:14](Cl)([C:17]([CH3:20])([CH3:19])[CH3:18])([CH3:16])[CH3:15].O. Product: [Si:14]([O:6][CH2:5][CH:4]([OH:7])[CH2:3][N:2]([CH3:8])[CH3:1])([C:17]([CH3:20])([CH3:19])[CH3:18])([CH3:16])[CH3:15]. The catalyst class is: 4. (4) Reactant: [CH2:1]([C@@:5]1([CH2:31][CH3:32])[NH:11][C@H:10]([C:12]2[CH:17]=[CH:16][CH:15]=[CH:14][CH:13]=2)[C:9]2[CH:18]=[C:19]([O:27][CH3:28])[C:20]([CH2:22][CH2:23][C:24](O)=[O:25])=[CH:21][C:8]=2[S:7](=[O:30])(=[O:29])[CH2:6]1)[CH2:2][CH2:3][CH3:4].CCN(C(C)C)C(C)C.CN(C(ON1N=NC2C=CC=NC1=2)=[N+](C)C)C.F[P-](F)(F)(F)(F)F.[NH2:66][CH:67]([CH2:74][C:75]([O:77][CH2:78][CH3:79])=[O:76])[CH2:68][C:69]([O:71][CH2:72][CH3:73])=[O:70]. Product: [CH2:1]([C@@:5]1([CH2:31][CH3:32])[NH:11][C@H:10]([C:12]2[CH:13]=[CH:14][CH:15]=[CH:16][CH:17]=2)[C:9]2[CH:18]=[C:19]([O:27][CH3:28])[C:20]([CH2:22][CH2:23][C:24]([NH:66][CH:67]([CH2:68][C:69]([O:71][CH2:72][CH3:73])=[O:70])[CH2:74][C:75]([O:77][CH2:78][CH3:79])=[O:76])=[O:25])=[CH:21][C:8]=2[S:7](=[O:29])(=[O:30])[CH2:6]1)[CH2:2][CH2:3][CH3:4]. The catalyst class is: 2. (5) Reactant: Cl.Cl.[N:3]1[C:11]2[CH2:10][C@@H:9]([C:12]([O:14][CH3:15])=[O:13])[NH:8][CH2:7][C:6]=2[NH:5][CH:4]=1.C(N(CC)CC)C.[Se](=O)=O.CCOCC. Product: [N:3]1[C:11]2[CH:10]=[C:9]([C:12]([O:14][CH3:15])=[O:13])[N:8]=[CH:7][C:6]=2[NH:5][CH:4]=1. The catalyst class is: 53. (6) Reactant: O=[C:2]1[CH:6]([NH:7][C:8](=[O:15])[C:9]2[CH:14]=[CH:13][CH:12]=[CH:11][N:10]=2)[CH2:5][N:4]([C:16]([O:18][CH2:19][C:20]2[CH:25]=[CH:24][CH:23]=[CH:22][CH:21]=2)=[O:17])[CH2:3]1.P(Cl)(Cl)(Cl)(Cl)Cl. Product: [N:10]1[CH:11]=[CH:12][CH:13]=[CH:14][C:9]=1[C:8]1[O:15][C:2]2[CH2:3][N:4]([C:16]([O:18][CH2:19][C:20]3[CH:25]=[CH:24][CH:23]=[CH:22][CH:21]=3)=[O:17])[CH2:5][C:6]=2[N:7]=1. The catalyst class is: 22. (7) Reactant: [Cl:1][C:2]1[C:7]([Cl:8])=[CH:6][CH:5]=[CH:4][C:3]=1[S:9]([N:12]([C:21]1[C:26]([O:27][CH3:28])=[N:25][C:24]([S:29][CH2:30][CH:31](Cl)[C:32]2[O:33][CH:34]=[CH:35][N:36]=2)=[CH:23][N:22]=1)[CH2:13][O:14][CH2:15][CH2:16][Si:17]([CH3:20])([CH3:19])[CH3:18])(=[O:11])=[O:10].[N-:38]=[N+:39]=[N-:40].[Na+]. Product: [N:38]([CH:31]([C:32]1[O:33][CH:34]=[CH:35][N:36]=1)[CH2:30][S:29][C:24]1[N:25]=[C:26]([O:27][CH3:28])[C:21]([N:12]([CH2:13][O:14][CH2:15][CH2:16][Si:17]([CH3:19])([CH3:18])[CH3:20])[S:9]([C:3]2[CH:4]=[CH:5][CH:6]=[C:7]([Cl:8])[C:2]=2[Cl:1])(=[O:10])=[O:11])=[N:22][CH:23]=1)=[N+:39]=[N-:40]. The catalyst class is: 483.